This data is from Full USPTO retrosynthesis dataset with 1.9M reactions from patents (1976-2016). The task is: Predict the reactants needed to synthesize the given product. Given the product [NH2:12][C:9]1[CH:10]=[C:11]2[C:6](=[CH:7][CH:8]=1)[N:5]([CH:15]([CH3:16])[CH3:17])[C:4](=[O:18])[C:3]2([CH2:19][CH3:20])[CH2:1][CH3:2], predict the reactants needed to synthesize it. The reactants are: [CH2:1]([C:3]1([CH2:19][CH3:20])[C:11]2[C:6](=[CH:7][CH:8]=[C:9]([N+:12]([O-])=O)[CH:10]=2)[N:5]([CH:15]([CH3:17])[CH3:16])[C:4]1=[O:18])[CH3:2].